From a dataset of Full USPTO retrosynthesis dataset with 1.9M reactions from patents (1976-2016). Predict the reactants needed to synthesize the given product. (1) Given the product [CH3:29][C:26]([O:25][C:23]([N:20]1[CH2:19][CH2:18][C:17]2[CH:30]=[CH:31][C:14]([O:13][C:10]3[N:11]=[CH:12][C:7]([C:5]([OH:6])=[O:4])=[N:8][CH:9]=3)=[CH:15][C:16]=2[CH2:22][CH2:21]1)=[O:24])([CH3:27])[CH3:28], predict the reactants needed to synthesize it. The reactants are: [OH-].[Na+].C[O:4][C:5]([C:7]1[N:8]=[CH:9][C:10]([O:13][C:14]2[CH:31]=[CH:30][C:17]3[CH2:18][CH2:19][N:20]([C:23]([O:25][C:26]([CH3:29])([CH3:28])[CH3:27])=[O:24])[CH2:21][CH2:22][C:16]=3[CH:15]=2)=[N:11][CH:12]=1)=[O:6].Cl.O. (2) Given the product [ClH:24].[NH:14]1[CH2:17][CH:16]([CH2:18][C:19]([O:21][CH2:22][CH3:23])=[O:20])[CH2:15]1, predict the reactants needed to synthesize it. The reactants are: C([N:14]1[CH2:17][C:16](=[CH:18][C:19]([O:21][CH2:22][CH3:23])=[O:20])[CH2:15]1)(C1C=CC=CC=1)C1C=CC=CC=1.[ClH:24]. (3) Given the product [CH2:1]1[O:9][C:8]2[CH:7]=[CH:6][C:5]([CH:10]([OH:18])[CH3:11])=[CH:4][C:3]=2[O:2]1, predict the reactants needed to synthesize it. The reactants are: [CH2:1]1[O:9][C:8]2[CH:7]=[CH:6][C:5]([CH2:10][C:11](O)=O)=[CH:4][C:3]=2[O:2]1.B.C1C[O:18]CC1. (4) Given the product [Br:13][CH2:12][C:3]1[C:2]([Br:1])=[CH:7][C:6]([N+:8]([O-:10])=[O:9])=[CH:5][C:4]=1[Br:11], predict the reactants needed to synthesize it. The reactants are: [Br:1][C:2]1[CH:7]=[C:6]([N+:8]([O-:10])=[O:9])[CH:5]=[C:4]([Br:11])[C:3]=1[CH3:12].[Br:13]N1C(=O)CCC1=O.C(OOC(=O)C1C=CC=CC=1)(=O)C1C=CC=CC=1.N(C(C)(C)C#N)=NC(C)(C)C#N. (5) Given the product [CH3:34][O:33][C:31]([O:1][C@H:2]1[C@H:11]([O:12][CH2:13][CH2:14][O:15][CH3:16])[C:10]2[CH:9]=[CH:8][N:7]3[C:17]([CH3:21])=[C:18]([CH3:20])[N:19]=[C:6]3[C:5]=2[NH:4][C@@H:3]1[C:22]1[CH:23]=[CH:24][CH:25]=[CH:26][CH:27]=1)=[O:32], predict the reactants needed to synthesize it. The reactants are: [OH:1][C@H:2]1[C@H:11]([O:12][CH2:13][CH2:14][O:15][CH3:16])[C:10]2[CH:9]=[CH:8][N:7]3[C:17]([CH3:21])=[C:18]([CH3:20])[N:19]=[C:6]3[C:5]=2[NH:4][C@@H:3]1[C:22]1[CH:27]=[CH:26][CH:25]=[CH:24][CH:23]=1.[H-].[Na+].Cl[C:31]([O:33][CH3:34])=[O:32].Cl. (6) Given the product [CH2:7]([C:11]1[C:15]2[CH:16]=[CH:17][CH:18]=[CH:19][C:14]=2[O:3][C:2]=1[C:1]([Cl:6])=[O:5])[CH2:8][CH2:9][CH3:10], predict the reactants needed to synthesize it. The reactants are: [C:1]([Cl:6])(=[O:5])[C:2](Cl)=[O:3].[CH2:7]([C:11]1[C:15]2[CH:16]=[CH:17][CH:18]=[CH:19][C:14]=2OC=1C(O)=O)[CH2:8][CH2:9][CH3:10].CN(C=O)C.